From a dataset of Experimentally validated miRNA-target interactions with 360,000+ pairs, plus equal number of negative samples. Binary Classification. Given a miRNA mature sequence and a target amino acid sequence, predict their likelihood of interaction. (1) The miRNA is hsa-miR-6883-5p with sequence AGGGAGGGUGUGGUAUGGAUGU. The protein sequence of the target gene is MQPQRDLRGLWLLLLSVFLLLFEVARAGRSVVSCPANCLCASNILSCSKQQLPNVPQSLPSYTALLDLSHNNLSRLRAEWTPTRLTNLHSLLLSHNHLNFISSEAFVPVPNLRYLDLSSNHLHTLDEFLFSDLQALEVLLLYNNHIVVVDRNAFEDMAQLQKLYLSQNQISRFPVELIKDGNKLPKLMLLDLSSNKLKKLPLTDLQKLPAWVKNGLYLHNNPLECDCKLYQLFSHWQYRQLSSVMDFQEDLYCMHSKKLHNIFSLDFFNCSEYKESAWEAHLGDTLTIRCDTKQQGMTKV.... Result: 0 (no interaction). (2) The miRNA is hsa-miR-4295 with sequence CAGUGCAAUGUUUUCCUU. The protein sequence of the target gene is MAGTRWVLGALLRGCGCNCSSCRRTGAACLPFYSAAGSIPSGVSGRRRLLLLLGAAAAAASQTRGLQTGPVPPGRLAGPPAVATSAAAAAAASYSALRASLLPQSLAAAAAVPTRSYSQESKTTYLEDLPPPPEYELAPSKLEEEVDDVFLIRAQGLPWSCTMEDVLNFFSDCRIRNGENGIHFLLNRDGKRRGDALIEMESEQDVQKALEKHRMYMGQRYVEVYEINNEDVDALMKSLQVKSSPVVNDGVVRLRGLPYSCNEKDIVDFFAGLNIVDITFVMDYRGRRKTGEAYVQFEEP.... Result: 1 (interaction). (3) The miRNA is mmu-miR-5114 with sequence ACUGGAGACGGAAGCUGCAAGA. The protein sequence of the target gene is MAAARPSLGRVLPGSSVLFLCDMQEKFRHNIAYFPQIVSVAARMLKVARLLEVPVMLTEQYPQGLGPTVPELGTEGLRPLAKTCFSMVPALQQELDSRPQLRSVLLCGIEAQACILNTTLDLLDRGLQVHVVVDACSSRSQVDRLVALARMRQSGAFLSTSEGLILQLVGDAVHPQFKEIQKLIKEPAPDSGLLGLFQGQNSLLH. Result: 0 (no interaction). (4) The miRNA is mmu-miR-6913-3p with sequence UCUCUACUGAUUUGUCUCCUCAG. The protein sequence of the target gene is MSKLSFRARALDASKPLPVFRCEDLPDLHEYASINRAVPQMPTGMEKEEESEHHLQRAISAQQVYGEKRDNMVIPVPEAESNIAYYESIYPGEFRMPKQLIHIQPFSLDAEQPDYDLDSEDEVFVNKLKKKMDICPLQFEEMIDRLEKGSGQQPVSLQEAKLLLKEDDELIREVYEYWIKKRKTCRGSSLIPLVKQEKRDGSSTNDPYVAFRRRTEKMQTRKNRKNDEASYEKMLKLRRDLSRAVTILEMIKRREKSKRELLHLTLEIMEKRYNLGDYSGEIMSEVMAQRQPVKPTYAIP.... Result: 0 (no interaction). (5) The miRNA is hsa-miR-335-5p with sequence UCAAGAGCAAUAACGAAAAAUGU. The protein sequence of the target gene is MWPQPRLPPHPAMSEKTQQGKLAAAKKKLKAYWQRKSPGIPAGANRKKKINGSSPDTFTSGGYHSPGDSATGIYGEGRASSTTLQDLESQYQELAVALDSSSAIISQLTENINSLVRTSKEEKKHEIHLVQKLGRSLFKLKNQTAEPLAPQPPAGPSKMEQLQDETNHLRKELESVGRQLQAEVENNQMLSLLNRRQEERLREQEERLREQEERLCEQEERLCEQEERLREQEERLCEQEKLPGQERLLEEVEKLLEQERRQEEQERLLERERLLDEVEELLEQERLRQQDERLWQQETL.... Result: 1 (interaction). (6) The miRNA is hsa-miR-487b-3p with sequence AAUCGUACAGGGUCAUCCACUU. The protein sequence of the target gene is MSRRRHSDENDGGQPHKRRKTSDANETEDHLESLICKVGEKSACSLESNLEGLAGVLEADLPNYKSKILRLLCTVARLLPEKLTIYTTLVGLLNARNYNFGGEFVEAMIRQLKESLKANNYNEAVYLVRFLSDLVNCHVIAAPSMVAMFENFVSVTQEEDVPQVRRDWYVYAFLSSLPWVGKELYEKKDAEMDRIFANTESYLKRRQKTHVPMLQVWTADKPHPQEEYLDCLWAQIQKLKKDRWQERHILRPYLAFDSILCEALQHNLPPFTPPPHTEDSVYPMPRVIFRMFDYTDDPEG.... Result: 0 (no interaction). (7) The miRNA is hsa-miR-26b-3p with sequence CCUGUUCUCCAUUACUUGGCU. Result: 0 (no interaction). The protein sequence of the target gene is MQLKIMPKKKRLSAGRVPLILFLCQMISALEVPLDPKLLEDLVQPPTITQQSPKDYIIDPRENIVIQCEAKGKPPPSFSWTRNGTHFDIDKDPLVTMKPGTGTLIINIMSEGKAETYEGVYQCTARNERGAAVSNNIVVRPSRSPLWTKEKLEPITLQSGQSLVLPCRPPIGLPPPIIFWMDNSFQRLPQSERVSQGLNGDLYFSNVLPEDTREDYICYARFNHTQTIQQKQPISVKVISVDELNDTIAANLSDTEFYGAKSSRERPPTFLTPEGNASNKEELRGNVLSLECIAEGLPTP.... (8) The miRNA is hsa-miR-645 with sequence UCUAGGCUGGUACUGCUGA. The protein sequence of the target gene is MMALTSLACLHALFPFVSPARNISLKCMQDTDEFLSDLNSLKPKEYALRMYDSVGKLGSNVLTGNVDRLGSYSECLSTRSPKGSFRGQYCKLHILQDGTDYSVGVCVPDSCAEEDVTMMSQLGTLKFRNTSFLEPSLSLFTKDSSSSCEVVARCAAGAMSPDMFASVCLFITLLGLVLPVAGTVYMVARDWGLDLRTSSVHGTPPTSCESLPLRNMESNRQRSRASCQVQLPPPGAPSRGRRFLGAVDEVLQCFSWQKNMPAICSPELPGGTCRTLNGIRVLSLLWVISGHTSQMTAWLS.... Result: 0 (no interaction). (9) The miRNA is hsa-miR-31-5p with sequence AGGCAAGAUGCUGGCAUAGCU. The protein sequence of the target gene is MKPRLIFIFFACYFLNFLPFSNQLPCSYQNPRIEDILLEVPIEHEHPHRHRRGLPSSDPTSPPVEKFAPLRIQLHYDKSIQNLTAEVQNFVNTTLLPEAVGYWENALRVRPMTTPIRLRRKCISSFYYYKQGMRNVACDKGCRERTTCGEADIPRDHLLDCLACNNTDDCKTTGELGEGVKDTDFILYVTAHDSKRCEGPETLSYAAHCQQEADFDRPIAGNVNLCPSALSVHNHDYEILTSTVKHEILHALGFSVGLYAFFRDSEGKPRTKRNRYGRPTSLNKQKGYYDWDSNTITTVL.... Result: 0 (no interaction).